This data is from Forward reaction prediction with 1.9M reactions from USPTO patents (1976-2016). The task is: Predict the product of the given reaction. (1) Given the reactants [C:1]([O:5][C:6](=[O:17])[NH:7][C@H:8]([C:10]1[CH:15]=[CH:14][CH:13]=[C:12]([OH:16])[CH:11]=1)[CH3:9])([CH3:4])([CH3:3])[CH3:2].Br[C:19]1[CH:24]=[CH:23][CH:22]=[CH:21][N:20]=1.C(=O)([O-])[O-].[K+].[K+], predict the reaction product. The product is: [C:1]([O:5][C:6](=[O:17])[NH:7][C@H:8]([C:10]1[CH:15]=[CH:14][CH:13]=[C:12]([O:16][C:19]2[CH:24]=[CH:23][CH:22]=[CH:21][N:20]=2)[CH:11]=1)[CH3:9])([CH3:2])([CH3:3])[CH3:4]. (2) Given the reactants [Cl:1][C:2]1[CH:7]=[CH:6][N:5]=[C:4]([NH:8][CH2:9][CH2:10][CH2:11][O:12][C:13]2[CH:14]=[CH:15][C:16]3[CH2:22][C@@H:21]([CH2:23][C:24]([O:26]CC)=[O:25])[C:20]4[CH:29]=[CH:30][CH:31]=[CH:32][C:19]=4[CH2:18][C:17]=3[CH:33]=2)[CH:3]=1.CC1C=CN=C(NCCCOC2C=CC3C[C@@H](CC(OCC)=O)C4C=CC=CC=4CC=3C=2)C=1, predict the reaction product. The product is: [Cl:1][C:2]1[CH:7]=[CH:6][N:5]=[C:4]([NH:8][CH2:9][CH2:10][CH2:11][O:12][C:13]2[CH:14]=[CH:15][C:16]3[CH2:22][C@@H:21]([CH2:23][C:24]([OH:26])=[O:25])[C:20]4[CH:29]=[CH:30][CH:31]=[CH:32][C:19]=4[CH2:18][C:17]=3[CH:33]=2)[CH:3]=1. (3) Given the reactants [NH2:1][C:2]1[CH:10]=[CH:9][C:8]([OH:11])=[CH:7][C:3]=1[C:4]([OH:6])=O.O=S(Cl)Cl.[Cl:16][C:17]1[CH:23]=[CH:22][CH:21]=[CH:20][C:18]=1[NH2:19].C(Cl)(Cl)Cl, predict the reaction product. The product is: [NH2:1][C:2]1[CH:10]=[CH:9][C:8]([OH:11])=[CH:7][C:3]=1[C:4]([NH:19][C:18]1[CH:20]=[CH:21][CH:22]=[CH:23][C:17]=1[Cl:16])=[O:6]. (4) Given the reactants [CH:1]([P:4](Cl)(Cl)=[O:5])([CH3:3])[CH3:2].[CH:8]([Mg]Br)=[CH2:9].[NH4+].[Cl-].[CH2:14]1COC[CH2:15]1, predict the reaction product. The product is: [CH:14]([P:4](=[O:5])([CH:8]=[CH2:9])[CH:1]([CH3:3])[CH3:2])=[CH2:15].